This data is from Reaction yield outcomes from USPTO patents with 853,638 reactions. The task is: Predict the reaction yield, written as a fraction of the theoretical maximum amount of product (1.0 means a 100% yield; for example, 0.34 means a 34% yield). (1) The reactants are [Br:1][C:2]1[CH:10]=[C:9]2[C:5]([C:6]3[CH2:14][CH2:13][N:12]([C:15]([O:17][C:18]([CH3:21])([CH3:20])[CH3:19])=[O:16])[CH2:11][C:7]=3[NH:8]2)=[CH:4][CH:3]=1.[H-].[Na+].[CH3:24]I. The catalyst is CN(C=O)C.C(Cl)Cl. The product is [Br:1][C:2]1[CH:10]=[C:9]2[C:5]([C:6]3[CH2:14][CH2:13][N:12]([C:15]([O:17][C:18]([CH3:21])([CH3:20])[CH3:19])=[O:16])[CH2:11][C:7]=3[N:8]2[CH3:24])=[CH:4][CH:3]=1. The yield is 0.860. (2) The reactants are CS(O[CH2:6][CH2:7][NH:8][C:9]1[C:13]([C:14]2[N:18]([C:19]3[CH:24]=[CH:23][C:22]([F:25])=[C:21]([Br:26])[CH:20]=3)[C:17](=[O:27])[O:16][N:15]=2)=[N:12][O:11][N:10]=1)(=O)=O.[N-:28]=[N+:29]=[N-:30].[Na+]. The catalyst is CN(C)C=O. The product is [N:28]([CH2:6][CH2:7][NH:8][C:9]1[C:13]([C:14]2[N:18]([C:19]3[CH:24]=[CH:23][C:22]([F:25])=[C:21]([Br:26])[CH:20]=3)[C:17](=[O:27])[O:16][N:15]=2)=[N:12][O:11][N:10]=1)=[N+:29]=[N-:30]. The yield is 0.770. (3) The reactants are [F:1][C:2]1[CH:7]=[CH:6][CH:5]=[CH:4][C:3]=1[NH2:8].[Li+].C[Si]([N-][Si](C)(C)C)(C)C.F[C:20]1[CH:25]=[C:24]([F:26])[CH:23]=[CH:22][C:21]=1[N+:27]([O-:29])=[O:28]. The catalyst is C1COCC1. The product is [F:26][C:24]1[CH:23]=[CH:22][C:21]([N+:27]([O-:29])=[O:28])=[C:20]([NH:8][C:3]2[CH:4]=[CH:5][CH:6]=[CH:7][C:2]=2[F:1])[CH:25]=1. The yield is 0.970. (4) The reactants are [Cl:1][C:2]1[CH:3]=[C:4]([NH:9][C:10]([C:12]2[C:13](=[O:25])[N:14]([C:19]3[CH:24]=[CH:23][CH:22]=[CH:21][CH:20]=3)[N:15]([CH3:18])[C:16]=2[CH3:17])=[O:11])[CH:5]=[CH:6][C:7]=1[OH:8].CC([O-])(C)C.[K+].Cl[C:33]1[CH:38]=[CH:37][N:36]=[C:35]([C:39]([NH2:41])=[O:40])[CH:34]=1. The catalyst is CN(C=O)C. The product is [Cl:1][C:2]1[CH:3]=[C:4]([NH:9][C:10]([C:12]2[C:13](=[O:25])[N:14]([C:19]3[CH:20]=[CH:21][CH:22]=[CH:23][CH:24]=3)[N:15]([CH3:18])[C:16]=2[CH3:17])=[O:11])[CH:5]=[CH:6][C:7]=1[O:8][C:33]1[CH:38]=[CH:37][N:36]=[C:35]([C:39]([NH2:41])=[O:40])[CH:34]=1. The yield is 0.404.